Predict which catalyst facilitates the given reaction. From a dataset of Catalyst prediction with 721,799 reactions and 888 catalyst types from USPTO. (1) Reactant: [F:1][C:2]([F:22])([F:21])[C:3]1[N:7]2[CH:8]=[C:9]([C:12]3[CH:17]=[CH:16][C:15]([C:18](=[O:20])[CH3:19])=[CH:14][CH:13]=3)[CH:10]=[CH:11][C:6]2=[N:5][N:4]=1.[CH2:23](O)[CH2:24][OH:25].C12(CS(O)(=O)=O)C(C)(C)C(CC1)CC2=O. Product: [CH3:19][C:18]1([C:15]2[CH:16]=[CH:17][C:12]([C:9]3[CH:10]=[CH:11][C:6]4[N:7]([C:3]([C:2]([F:1])([F:21])[F:22])=[N:4][N:5]=4)[CH:8]=3)=[CH:13][CH:14]=2)[O:25][CH2:24][CH2:23][O:20]1. The catalyst class is: 11. (2) Reactant: [C:1]([C:3]1[CH:11]=[CH:10][C:6]([C:7]([OH:9])=O)=[CH:5][CH:4]=1)#[N:2].CCN(C(C)C)C(C)C.CN(C(ON1N=NC2C=CC=CC1=2)=[N+](C)C)C.[B-](F)(F)(F)F.[CH:43]1([C@H:49]([NH:56][CH3:57])[CH2:50][N:51]2[CH2:54][CH:53]([OH:55])[CH2:52]2)[CH2:48][CH2:47][CH2:46][CH2:45][CH2:44]1. Product: [C:1]([C:3]1[CH:4]=[CH:5][C:6]([C:7]([N:56]([C@@H:49]([CH:43]2[CH2:48][CH2:47][CH2:46][CH2:45][CH2:44]2)[CH2:50][N:51]2[CH2:52][CH:53]([OH:55])[CH2:54]2)[CH3:57])=[O:9])=[CH:10][CH:11]=1)#[N:2]. The catalyst class is: 2. (3) Reactant: C[C@@H](N)C1C=CC=CC=1.C[C@@H](N)C1C=CC=CC=1.[N+:19]([CH2:22][C@:23]1([CH2:30][C:31]([OH:33])=[O:32])[CH2:29][C@@H:28]2[C@H:24]1[CH2:25][CH2:26][CH2:27]2)([O-:21])=[O:20].Cl. Product: [N+:19]([CH2:22][C@:23]1([CH2:30][C:31]([OH:33])=[O:32])[CH2:29][C@@H:28]2[C@H:24]1[CH2:25][CH2:26][CH2:27]2)([O-:21])=[O:20]. The catalyst class is: 13. (4) Reactant: [Cl:1][C:2]1[CH:3]=[C:4]([CH:8]([NH:11][C:12]([CH:14]2[CH2:19][CH2:18][N:17]([C:20]3[CH:25]=[CH:24][N:23]=[C:22](F)[CH:21]=3)[CH2:16][CH2:15]2)=[O:13])[CH2:9][OH:10])[CH:5]=[CH:6][CH:7]=1.[NH2:27][C@@H:28]([CH3:31])[CH2:29][OH:30]. The catalyst class is: 16. Product: [Cl:1][C:2]1[CH:3]=[C:4]([CH:8]([NH:11][C:12]([CH:14]2[CH2:19][CH2:18][N:17]([C:20]3[CH:25]=[CH:24][N:23]=[C:22]([NH:27][CH:28]([CH3:31])[CH2:29][OH:30])[CH:21]=3)[CH2:16][CH2:15]2)=[O:13])[CH2:9][OH:10])[CH:5]=[CH:6][CH:7]=1. (5) Reactant: C(N(CC)CC)C.[Br:8][C:9]1[CH:14]=[CH:13][C:12]([N+:15]([O-:17])=[O:16])=[C:11](F)[CH:10]=1.[CH3:19][CH:20]([NH2:27])[C:21]1[CH:26]=[CH:25][CH:24]=[CH:23][CH:22]=1. Product: [Br:8][C:9]1[CH:14]=[CH:13][C:12]([N+:15]([O-:17])=[O:16])=[C:11]([CH:10]=1)[NH:27][CH:20]([C:21]1[CH:26]=[CH:25][CH:24]=[CH:23][CH:22]=1)[CH3:19]. The catalyst class is: 8. (6) Reactant: O[CH:2]1O[C:5](=[O:7])[C:4]2[CH:8]=[C:9]3[C:14](=[C:15]([O:16][CH3:17])[C:3]1=2)[CH:13]=[CH:12][CH:11]=[CH:10]3.[NH2:18][C:19]1[CH:24]=[CH:23][C:22]([CH2:25][C:26]([O:28][CH2:29][CH3:30])=[O:27])=[CH:21][CH:20]=1.C(O[BH-](OC(=O)C)OC(=O)C)(=O)C.[Na+].[OH-].[Na+]. Product: [CH3:17][O:16][C:15]1[C:3]2[CH2:2][N:18]([C:19]3[CH:20]=[CH:21][C:22]([CH2:25][C:26]([O:28][CH2:29][CH3:30])=[O:27])=[CH:23][CH:24]=3)[C:5](=[O:7])[C:4]=2[CH:8]=[C:9]2[CH:10]=[CH:11][CH:12]=[CH:13][C:14]=12. The catalyst class is: 4. (7) Reactant: [CH3:1][O:2][C:3]1[CH:12]=[CH:11][CH:10]=[C:9]2[C:4]=1[CH2:5][CH2:6][CH2:7][C:8]2=[N:13][NH:14][C:15](=[S:17])[NH2:16].Br[CH2:19][C:20]([C:22]1[CH:27]=[CH:26][C:25]([Cl:28])=[CH:24][C:23]=1[Cl:29])=O. Product: [Cl:29][C:23]1[CH:24]=[C:25]([Cl:28])[CH:26]=[CH:27][C:22]=1[C:20]1[N:16]=[C:15]([NH:14][N:13]=[C:8]2[C:9]3[C:4](=[C:3]([O:2][CH3:1])[CH:12]=[CH:11][CH:10]=3)[CH2:5][CH2:6][CH2:7]2)[S:17][CH:19]=1. The catalyst class is: 1. (8) Reactant: C(OC([N:8]1[CH2:13][CH2:12][C@@H:11]([N:14]2[CH2:18][CH2:17][CH2:16][C:15]2=O)[C@H:10]([CH3:20])[CH2:9]1)=O)(C)(C)C.[H-].[Al+3].[Li+].[H-].[H-].[H-].[ClH:27]. Product: [ClH:27].[ClH:27].[CH3:20][C@H:10]1[C@H:11]([N:14]2[CH2:18][CH2:17][CH2:16][CH2:15]2)[CH2:12][CH2:13][NH:8][CH2:9]1. The catalyst class is: 12. (9) Product: [Cl:20][C:19]1[CH:18]=[CH:17][CH:16]=[C:15]([Cl:21])[C:14]=1[C:4]1[CH:5]=[C:6]([F:9])[CH:7]=[CH:8][C:3]=1[O:2][CH3:1]. The catalyst class is: 57. Reactant: [CH3:1][O:2][C:3]1[CH:8]=[CH:7][C:6]([F:9])=[CH:5][C:4]=1B(O)O.Br[C:14]1[C:19]([Cl:20])=[CH:18][CH:17]=[CH:16][C:15]=1[Cl:21].C(=O)([O-])[O-].[K+].[K+].